This data is from Catalyst prediction with 721,799 reactions and 888 catalyst types from USPTO. The task is: Predict which catalyst facilitates the given reaction. (1) Reactant: Cl.[NH2:2][CH2:3][C:4]1[CH:5]=[C:6](B(O)O)[CH:7]=[CH:8][CH:9]=1.Cl[C:14]1[CH:15]=[CH:16][C:17]([C:33]([F:36])([F:35])[F:34])=[C:18]([CH:32]=1)[CH2:19][O:20][C:21]1[CH:26]=[CH:25][CH:24]=[CH:23][C:22]=1[CH2:27][C:28]([O:30]C)=[O:29].C(#N)C.[O-]P([O-])([O-])=O.[K+].[K+].[K+]. Product: [NH2:2][CH2:3][C:4]1[CH:5]=[C:6]([C:14]2[CH:15]=[CH:16][C:17]([C:33]([F:35])([F:36])[F:34])=[C:18]([CH2:19][O:20][C:21]3[CH:26]=[CH:25][CH:24]=[CH:23][C:22]=3[CH2:27][C:28]([OH:30])=[O:29])[CH:32]=2)[CH:7]=[CH:8][CH:9]=1. The catalyst class is: 6. (2) Reactant: [H-].[Al+3].[Li+].[H-].[H-].[H-].[CH2:7]([O:14][C:15]1[CH:20]=[CH:19][C:18]([C:21]2([C:27]#[N:28])[CH2:26][CH2:25][CH2:24][CH2:23][CH2:22]2)=[CH:17][CH:16]=1)[C:8]1[CH:13]=[CH:12][CH:11]=[CH:10][CH:9]=1.C(C(C(C([O-])=O)O)O)([O-])=O.[Na+].[K+]. Product: [CH2:7]([O:14][C:15]1[CH:16]=[CH:17][C:18]([C:21]2([CH2:27][NH2:28])[CH2:26][CH2:25][CH2:24][CH2:23][CH2:22]2)=[CH:19][CH:20]=1)[C:8]1[CH:9]=[CH:10][CH:11]=[CH:12][CH:13]=1. The catalyst class is: 7. (3) Reactant: Cl[C:2]1[C:11]2[C:6](=[CH:7][C:8]([O:14][CH2:15][CH2:16][CH2:17][S:18]([CH3:21])(=[O:20])=[O:19])=[C:9]([O:12][CH3:13])[CH:10]=2)[N:5]=[CH:4][N:3]=1.C(=O)([O-])[O-].[K+].[K+].[OH:28][C:29]1[CH:38]=[C:37]2[C:32]([CH:33]=[CH:34][CH:35]=[N:36]2)=[CH:31][CH:30]=1. Product: [CH3:13][O:12][C:9]1[CH:10]=[C:11]2[C:6](=[CH:7][C:8]=1[O:14][CH2:15][CH2:16][CH2:17][S:18]([CH3:21])(=[O:20])=[O:19])[N:5]=[CH:4][N:3]=[C:2]2[O:28][C:29]1[CH:38]=[C:37]2[C:32]([CH:33]=[CH:34][CH:35]=[N:36]2)=[CH:31][CH:30]=1. The catalyst class is: 3. (4) Reactant: [NH2:1][C:2]1[CH:3]=[C:4]([C:8]([NH:10][C:11]2[CH:20]=[C:19]3[C:14]([CH:15]=[C:16]([S:25]([OH:28])(=[O:27])=[O:26])[CH:17]=[C:18]3[S:21]([OH:24])(=[O:23])=[O:22])=[CH:13][CH:12]=2)=[O:9])[N:5]([CH3:7])[CH:6]=1.O.O1CCOCC1.C([O-])(O)=O.[Na+].[CH3:41][N:42]1[C:50]2[C:45](=[CH:46][C:47]([N+:51]([O-:53])=[O:52])=[CH:48][CH:49]=2)[CH:44]=[C:43]1[C:54](Cl)=[O:55]. Product: [CH3:7][N:5]1[CH:6]=[C:2]([NH:1][C:54]([C:43]2[N:42]([CH3:41])[C:50]3[C:45]([CH:44]=2)=[CH:46][C:47]([N+:51]([O-:53])=[O:52])=[CH:48][CH:49]=3)=[O:55])[CH:3]=[C:4]1[C:8]([NH:10][C:11]1[CH:20]=[C:19]2[C:14]([CH:15]=[C:16]([S:25]([OH:28])(=[O:27])=[O:26])[CH:17]=[C:18]2[S:21]([OH:24])(=[O:23])=[O:22])=[CH:13][CH:12]=1)=[O:9]. The catalyst class is: 12.